Dataset: Full USPTO retrosynthesis dataset with 1.9M reactions from patents (1976-2016). Task: Predict the reactants needed to synthesize the given product. (1) Given the product [C:13]([NH:16][C:2]1[CH:3]=[C:4]([CH:9]=[C:10]([CH3:12])[N:11]=1)[C:5]([O:7][CH3:8])=[O:6])(=[O:15])[CH3:14], predict the reactants needed to synthesize it. The reactants are: Cl[C:2]1[CH:3]=[C:4]([CH:9]=[C:10]([CH3:12])[N:11]=1)[C:5]([O:7][CH3:8])=[O:6].[C:13]([NH2:16])(=[O:15])[CH3:14].P([O-])([O-])([O-])=O.[K+].[K+].[K+]. (2) Given the product [Cl:3][C:2]([Cl:5])=[C:7]1[CH:13]=[CH:12][C:11]2[CH:14]=[C:15]([C:18]([O:20][CH3:21])=[O:19])[CH:16]=[CH:17][C:10]=2[O:9][CH2:8]1, predict the reactants needed to synthesize it. The reactants are: Br[C:2]([Cl:5])(Cl)[Cl:3].O=[C:7]1[CH:13]=[CH:12][C:11]2[CH:14]=[C:15]([C:18]([O:20][CH3:21])=[O:19])[CH:16]=[CH:17][C:10]=2[O:9][CH2:8]1.C1(P(C2C=CC=CC=2)C2C=CC=CC=2)C=CC=CC=1. (3) The reactants are: [Br:1][C:2]1[C:3]([S:9][C:10]2[CH:15]=[CH:14][CH:13]=[CH:12][CH:11]=2)=[N:4][C:5](Cl)=[N:6][CH:7]=1.Cl.[OH:17][CH:18]([CH2:28][N:29]([CH3:31])[CH3:30])[CH2:19][O:20][C:21]1[CH:27]=[CH:26][C:24]([NH2:25])=[CH:23][CH:22]=1. Given the product [Br:1][C:2]1[C:3]([S:9][C:10]2[CH:15]=[CH:14][CH:13]=[CH:12][CH:11]=2)=[N:4][C:5]([NH:25][C:24]2[CH:26]=[CH:27][C:21]([O:20][CH2:19][CH:18]([OH:17])[CH2:28][N:29]([CH3:30])[CH3:31])=[CH:22][CH:23]=2)=[N:6][CH:7]=1, predict the reactants needed to synthesize it. (4) Given the product [CH2:1]([O:3][C:4](=[O:25])[C:5]1[CH:10]=[CH:9][CH:8]=[C:7]([N:11]2[C:15]([CH3:16])=[CH:14][CH:13]=[C:12]2[C:17]2[CH:22]=[C:21]([Br:23])[CH:20]=[CH:19][C:18]=2[O:24][CH2:35][C:34]2[CH:37]=[CH:38][C:39]([F:41])=[CH:40][C:33]=2[F:32])[CH:6]=1)[CH3:2], predict the reactants needed to synthesize it. The reactants are: [CH2:1]([O:3][C:4](=[O:25])[C:5]1[CH:10]=[CH:9][CH:8]=[C:7]([N:11]2[C:15]([CH3:16])=[CH:14][CH:13]=[C:12]2[C:17]2[CH:22]=[C:21]([Br:23])[CH:20]=[CH:19][C:18]=2[OH:24])[CH:6]=1)[CH3:2].C([O-])([O-])=O.[K+].[K+].[F:32][C:33]1[CH:40]=[C:39]([F:41])[CH:38]=[CH:37][C:34]=1[CH2:35]Br. (5) Given the product [CH2:1]([N:3]([CH2:25][CH3:26])[CH2:4][CH2:5][NH:6][C:7]([C:8]1[C:9]([O:22][CH3:23])=[CH:10][C:11]([NH:15][C:16]([C:17]2[CH:20]=[CH:37][C:36]3[O:69][CH2:47][O:46][C:35]=3[CH:18]=2)=[O:21])=[C:12]([I:14])[CH:13]=1)=[O:24])[CH3:2], predict the reactants needed to synthesize it. The reactants are: [CH2:1]([N:3]([CH2:25][CH3:26])[CH2:4][CH2:5][NH:6][C:7](=[O:24])[C:8]1[CH:13]=[C:12]([I:14])[C:11]([NH:15][C:16](=[O:21])[C:17]([CH3:20])(C)[CH3:18])=[CH:10][C:9]=1[O:22][CH3:23])[CH3:2].C(N(CC)CCNC(=O)C1C=C(I)[C:37](NC(=O)CO)=[CH:36][C:35]=1[O:46][CH3:47])C.C(N(CC)CCNC(=O)C1C=C(I)C(NC(=O)CC[OH:69])=CC=1OC)C.C(N(CC)CCNC(=O)C1C=C(I)C(NC(=O)CN(CCO)C)=CC=1OC)C.C(N(CC)CCNC(=O)C1C=C(I)C(NC(=O)CN2CCOCC2)=CC=1OC)C.C(N(CC)CCNC(C1C(OC)=CC(NC(C2CC(O)CN2C)=O)=C(I)C=1)=O)C.C(N(CC)CCNC(=O)C1C=C(I)C(NS(C)(=O)=O)=CC=1OC)C.C(N(CC)CCNC(=O)C1C=C(I)C(NS(CCCC)(=O)=O)=CC=1OC)C.C(N(CC)CCNC(=O)C1C=C(I)C(C(O)=O)=C(NC(=O)C)C=1OC)C. (6) The reactants are: [CH3:1][C:2]1[CH:6]=[C:5]([C:7]([F:10])([F:9])[F:8])[NH:4][N:3]=1.[OH-].[K+].Cl[CH2:14][C:15]([N:17]1[CH2:22][CH2:21][CH:20]([C:23]#[N:24])[CH2:19][CH2:18]1)=[O:16]. Given the product [CH3:1][C:2]1[N:3]([CH2:14][C:15]([N:17]2[CH2:18][CH2:19][CH:20]([C:23]#[N:24])[CH2:21][CH2:22]2)=[O:16])[N:4]=[C:5]([C:7]([F:10])([F:9])[F:8])[CH:6]=1, predict the reactants needed to synthesize it. (7) Given the product [F:21][C:18]1[CH:17]=[CH:16][C:15]([CH2:14][NH:13][C:11]([C:9]2[N:10]=[C:5]([CH2:4][CH:3]=[O:2])[N:6]([CH3:24])[C:7](=[O:23])[C:8]=2[OH:22])=[O:12])=[CH:20][CH:19]=1, predict the reactants needed to synthesize it. The reactants are: C[O:2][CH:3](OC)[CH2:4][C:5]1[N:6]([CH3:24])[C:7](=[O:23])[C:8]([OH:22])=[C:9]([C:11]([NH:13][CH2:14][C:15]2[CH:20]=[CH:19][C:18]([F:21])=[CH:17][CH:16]=2)=[O:12])[N:10]=1.Cl. (8) Given the product [C:1]([O:5][C:6]([N:8]1[CH2:9][C@H:10]([C:28](=[O:48])[N:29]([CH:45]2[CH2:47][CH2:46]2)[CH2:30][C:31]2[C:39]3[C:34](=[CH:35][CH:36]=[CH:37][CH:38]=3)[N:33]([CH2:40][CH2:41][CH2:42][O:43][CH3:44])[CH:32]=2)[CH2:11][C@H:12]([NH:14][CH2:15][CH2:16][NH2:17])[CH2:13]1)=[O:7])([CH3:2])([CH3:4])[CH3:3], predict the reactants needed to synthesize it. The reactants are: [C:1]([O:5][C:6]([N:8]1[CH2:13][C@@H:12]([NH:14][CH2:15][CH2:16][N:17]2C(=O)C3C(=CC=CC=3)C2=O)[CH2:11][C@@H:10]([C:28](=[O:48])[N:29]([CH:45]2[CH2:47][CH2:46]2)[CH2:30][C:31]2[C:39]3[C:34](=[CH:35][CH:36]=[CH:37][CH:38]=3)[N:33]([CH2:40][CH2:41][CH2:42][O:43][CH3:44])[CH:32]=2)[CH2:9]1)=[O:7])([CH3:4])([CH3:3])[CH3:2].O.NN. (9) The reactants are: N1C=CC=CC=1.[F:7][C:8]([F:21])([F:20])[S:9]([O:12]S(C(F)(F)F)(=O)=O)(=[O:11])=[O:10].O[C:23]1[CH:24]=[C:25]2[C:29](=[CH:30][C:31]=1[CH3:32])[CH:28]([CH2:33][C:34]([O:36][CH3:37])=[O:35])[CH2:27][CH2:26]2. Given the product [F:7][C:8]([F:21])([F:20])[S:9]([O:12][C:23]1[CH:24]=[C:25]2[C:29](=[CH:30][C:31]=1[CH3:32])[CH:28]([CH2:33][C:34]([O:36][CH3:37])=[O:35])[CH2:27][CH2:26]2)(=[O:11])=[O:10], predict the reactants needed to synthesize it.